This data is from Forward reaction prediction with 1.9M reactions from USPTO patents (1976-2016). The task is: Predict the product of the given reaction. (1) The product is: [Cl:1][C:2]1[C:3]2[O:21][CH2:20][CH:8]3[CH2:9][N:10]([C:13]([O:15][C:16]([CH3:19])([CH3:18])[CH3:17])=[O:14])[CH2:11][CH2:12][N:7]3[C:5](=[O:6])[C:4]=2[CH:22]=[CH:23][CH:24]=1. Given the reactants [Cl:1][C:2]1[C:3](F)=[C:4]([CH:22]=[CH:23][CH:24]=1)[C:5]([N:7]1[CH2:12][CH2:11][N:10]([C:13]([O:15][C:16]([CH3:19])([CH3:18])[CH3:17])=[O:14])[CH2:9][CH:8]1[CH2:20][OH:21])=[O:6].[H-].[Na+], predict the reaction product. (2) Given the reactants [O:1]=[C:2]1[NH:6][C:5]2[CH:7]=[CH:8][C:9]([C:11]([OH:13])=O)=[CH:10][C:4]=2[NH:3]1.[NH:14]1[CH2:19][CH2:18][CH2:17][C@@H:16]2[C:20]3[CH:21]=[CH:22][CH:23]=[CH:24][C:25]=3[CH2:26][C@H:15]12.F[P-](F)(F)(F)(F)F.N1(OC(N(C)C)=[N+](C)C)C2N=CC=CC=2N=N1, predict the reaction product. The product is: [N:14]1([C:11]([C:9]2[CH:8]=[CH:7][C:5]3[NH:6][C:2](=[O:1])[NH:3][C:4]=3[CH:10]=2)=[O:13])[CH2:19][CH2:18][CH2:17][C@@H:16]2[C:20]3[CH:21]=[CH:22][CH:23]=[CH:24][C:25]=3[CH2:26][C@H:15]12. (3) Given the reactants [NH2:1][C:2]1[C:3]([OH:20])=[CH:4][C:5]([O:8][CH2:9][C@@H:10]([NH:12][C:13](=[O:19])[O:14][C:15]([CH3:18])([CH3:17])[CH3:16])[CH3:11])=[N:6][CH:7]=1.[F:21][C:22]1([F:36])[CH2:24][C@@H:23]1[CH2:25][O:26][C:27]1[CH:35]=[CH:34][C:30]([C:31](O)=[O:32])=[CH:29][CH:28]=1, predict the reaction product. The product is: [F:21][C:22]1([F:36])[CH2:24][C@@H:23]1[CH2:25][O:26][C:27]1[CH:35]=[CH:34][C:30]([C:31]([O:20][C:3]2[C:2]([NH:1][C:31](=[O:32])[C:30]3[CH:34]=[CH:35][C:27]([O:26][CH2:25][C@H:23]4[CH2:24][C:22]4([F:36])[F:21])=[CH:28][CH:29]=3)=[CH:7][N:6]=[C:5]([O:8][CH2:9][C@@H:10]([NH:12][C:13]([O:14][C:15]([CH3:16])([CH3:18])[CH3:17])=[O:19])[CH3:11])[CH:4]=2)=[O:32])=[CH:29][CH:28]=1. (4) The product is: [OH:1][C:2]1[N:3]=[C:4]([C:16]2[CH:31]=[CH:30][CH:29]=[C:18]([C:19]([NH:21][CH2:22][C:23]3[CH:28]=[CH:27][CH:26]=[CH:25][CH:24]=3)=[O:20])[CH:17]=2)[N:5]([CH2:9][C:10]2[CH:11]=[CH:12][CH:13]=[CH:14][CH:15]=2)[C:6](=[O:8])[C:7]=1[C:42]([NH:49][CH2:54][C:55]([OH:57])=[O:56])=[O:62]. Given the reactants [OH:1][C:2]1[N:3]=[C:4]([C:16]2[CH:17]=[C:18]([CH:29]=[CH:30][CH:31]=2)[C:19]([NH:21][CH2:22][C:23]2[CH:28]=[CH:27][CH:26]=[CH:25][CH:24]=2)=[O:20])[N:5]([CH2:9][C:10]2[CH:15]=[CH:14][CH:13]=[CH:12][CH:11]=2)[C:6](=[O:8])[CH:7]=1.[Cl-].C[Al+]C.CCCCCC.[CH2:42]([NH2:49])C1C=CC=CC=1.C(C1C=[C:54](C=CC=1)[C:55]([OH:57])=[O:56])#N.C(=O)(O)[O-:62].[Na+].C(OCC)(=O)CC(OCC)=O.C[O-].[Na+].CO.Cl, predict the reaction product. (5) Given the reactants [Cl:1][C:2]1[CH:7]=[CH:6][C:5]([OH:8])=[C:4]([I:9])[CH:3]=1.C(=O)([O-])[O-].[K+].[K+].[Cl:16][C:17]1[S:21][C:20]([N:22](CC2C=CC(OC)=CC=2OC)[S:23]([C:26]2[CH:31]=[CH:30][C:29](F)=[C:28]([C:33]#[N:34])[CH:27]=2)(=[O:25])=[O:24])=[N:19][CH:18]=1.[Cl-].[NH4+], predict the reaction product. The product is: [Cl:1][C:2]1[CH:7]=[CH:6][C:5]([O:8][C:29]2[CH:30]=[CH:31][C:26]([S:23]([NH:22][C:20]3[S:21][C:17]([Cl:16])=[CH:18][N:19]=3)(=[O:24])=[O:25])=[CH:27][C:28]=2[C:33]#[N:34])=[C:4]([I:9])[CH:3]=1.